Dataset: Full USPTO retrosynthesis dataset with 1.9M reactions from patents (1976-2016). Task: Predict the reactants needed to synthesize the given product. Given the product [NH2:29][C@H:11]([C:12]1[N:17]([C:18]2[CH:23]=[CH:22][CH:21]=[CH:20][CH:19]=2)[C:16](=[O:24])[C:15]2=[C:25]([CH3:28])[CH:26]=[CH:27][N:14]2[N:13]=1)[CH2:10][CH2:9][O:8][CH2:1][C:2]1[CH:3]=[CH:4][CH:5]=[CH:6][CH:7]=1, predict the reactants needed to synthesize it. The reactants are: [CH2:1]([O:8][CH2:9][CH2:10][C@H:11]([NH:29]C(=O)OC(C)(C)C)[C:12]1[N:17]([C:18]2[CH:23]=[CH:22][CH:21]=[CH:20][CH:19]=2)[C:16](=[O:24])[C:15]2=[C:25]([CH3:28])[CH:26]=[CH:27][N:14]2[N:13]=1)[C:2]1[CH:7]=[CH:6][CH:5]=[CH:4][CH:3]=1.Cl.O1CCOCC1.